Dataset: Reaction yield outcomes from USPTO patents with 853,638 reactions. Task: Predict the reaction yield, written as a fraction of the theoretical maximum amount of product (1.0 means a 100% yield; for example, 0.34 means a 34% yield). (1) The reactants are O[C:2]1[CH:3]=[C:4]([CH:8]=[CH:9][CH:10]=1)[C:5]([NH2:7])=[O:6].C[O:12][C:13](OC)([CH3:15])[CH3:14].C1(C)C=CC(S(O)(=O)=O)=CC=1. The catalyst is CC(C)=O. The product is [CH3:14][C:13]1([CH3:15])[NH:7][C:5](=[O:6])[C:4]2[CH:3]=[CH:2][CH:10]=[CH:9][C:8]=2[O:12]1. The yield is 0.860. (2) The reactants are [CH3:1][N:2]1[CH:7]=[C:6](B2OC(C)(C)C(C)(C)O2)[CH:5]=[C:4]([NH:17][C:18]2[CH:23]=[CH:22][N:21]=[C:20]([CH3:24])[N:19]=2)[C:3]1=[O:25].Cl[C:27]1[CH:32]=[CH:31][N:30]=[C:29]([N:33]2[CH2:44][CH2:43][N:42]3[C:35](=[CH:36][C:37]4[CH2:38][C:39]([CH3:46])([CH3:45])[CH2:40][C:41]=43)[C:34]2=[O:47])[C:28]=1[CH:48]=[O:49].[O-]P([O-])([O-])=O.[K+].[K+].[K+].C([O-])(=O)C.[Na+]. The catalyst is C1C=CC(P(C2C=CC=CC=2)[C-]2C=CC=C2)=CC=1.C1C=CC(P(C2C=CC=CC=2)[C-]2C=CC=C2)=CC=1.Cl[Pd]Cl.[Fe+2].O.C(#N)C. The product is [CH3:1][N:2]1[C:3](=[O:25])[C:4]([NH:17][C:18]2[CH:23]=[CH:22][N:21]=[C:20]([CH3:24])[N:19]=2)=[CH:5][C:6]([C:27]2[C:28]([CH:48]=[O:49])=[C:29]([N:33]3[CH2:44][CH2:43][N:42]4[C:35](=[CH:36][C:37]5[CH2:38][C:39]([CH3:45])([CH3:46])[CH2:40][C:41]=54)[C:34]3=[O:47])[N:30]=[CH:31][CH:32]=2)=[CH:7]1. The yield is 0.570. (3) The reactants are [C:1]([C:3]1[CH:8]=[CH:7][CH:6]=[CH:5][C:4]=1[N:9]=[C:10]=[S:11])#[N:2].[C:12]1([CH2:18][C:19]([NH:21][NH2:22])=O)[CH:17]=[CH:16][CH:15]=[CH:14][CH:13]=1. The catalyst is C(O)(C)C. The product is [CH2:18]([C:19]1[N:9]([C:4]2[CH:5]=[CH:6][CH:7]=[CH:8][C:3]=2[C:1]#[N:2])[C:10](=[S:11])[NH:22][N:21]=1)[C:12]1[CH:17]=[CH:16][CH:15]=[CH:14][CH:13]=1. The yield is 0.230. (4) The yield is 0.880. The product is [CH:27]1([O:26][C:20]2[C:21]([CH3:25])=[CH:22][CH:23]=[CH:24][C:19]=2[C:18]([NH:17][C:6]2([C:4]([OH:5])=[O:3])[CH2:7][C:8]3[C:13](=[CH:12][C:11]([F:15])=[C:10]([F:16])[CH:9]=3)[CH2:14]2)=[O:31])[CH2:30][CH2:29][CH2:28]1. The catalyst is CCO. The reactants are C([O:3][C:4]([C:6]1([NH:17][C:18](=[O:31])[C:19]2[CH:24]=[CH:23][CH:22]=[C:21]([CH3:25])[C:20]=2[O:26][CH:27]2[CH2:30][CH2:29][CH2:28]2)[CH2:14][C:13]2[C:8](=[CH:9][C:10]([F:16])=[C:11]([F:15])[CH:12]=2)[CH2:7]1)=[O:5])C.[OH-].[K+].O.